This data is from Full USPTO retrosynthesis dataset with 1.9M reactions from patents (1976-2016). The task is: Predict the reactants needed to synthesize the given product. (1) Given the product [C:3]([C:5]1[CH:6]=[CH:7][C:8]([CH2:9][NH:10][C:11]2[N:16]=[C:15]([O:17][CH2:18][C:19]([F:20])([F:21])[F:22])[N:14]=[C:13]([NH:23][C:24]3[CH:25]=[CH:26][C:27]([C:28]([OH:30])=[O:29])=[CH:32][CH:33]=3)[N:12]=2)=[CH:34][CH:35]=1)([OH:4])=[O:2], predict the reactants needed to synthesize it. The reactants are: C[O:2][C:3]([C:5]1[CH:35]=[CH:34][C:8]([CH2:9][NH:10][C:11]2[N:16]=[C:15]([O:17][CH2:18][C:19]([F:22])([F:21])[F:20])[N:14]=[C:13]([NH:23][C:24]3[CH:33]=[CH:32][C:27]([C:28]([O:30]C)=[O:29])=[CH:26][CH:25]=3)[N:12]=2)=[CH:7][CH:6]=1)=[O:4].C([O-])([O-])=O.[K+].[K+].O.Cl. (2) Given the product [CH:1]1([C:7]2[CH:8]=[CH:9][CH:10]=[C:11]3[C:15]=2[NH:14][C:13]([B:16]2[O:20][C:19]([CH3:21])([CH3:22])[C:18]([CH3:23])([CH3:24])[O:17]2)=[CH:12]3)[CH2:2][CH2:3]1, predict the reactants needed to synthesize it. The reactants are: [C:1]1([C:7]2[CH:8]=[CH:9][CH:10]=[C:11]3[C:15]=2[NH:14][C:13]([B:16]2[O:20][C:19]([CH3:22])([CH3:21])[C:18]([CH3:24])([CH3:23])[O:17]2)=[CH:12]3)C=CC=[CH:3][CH:2]=1.C1(B(O)O)CC1. (3) Given the product [C:1]([O:5][C@@H:6]([C:10]1[C:36]([CH3:37])=[CH:35][C:13]2[N:14]=[C:15]([N:17]3[CH2:22][CH2:21][N:20]([CH3:23])[CH:19]([C:24]4[CH:25]=[C:26]5[C:30](=[CH:31][CH:32]=4)[N:29]([CH3:33])[N:28]=[CH:27]5)[CH2:18]3)[S:16][C:12]=2[C:11]=1[C:38]1[CH:39]=[CH:40][C:41]([Cl:44])=[CH:42][CH:43]=1)[C:7]([O:9][CH2:45][CH3:46])=[O:8])([CH3:4])([CH3:2])[CH3:3], predict the reactants needed to synthesize it. The reactants are: [C:1]([O:5][C@@H:6]([C:10]1[C:36]([CH3:37])=[CH:35][C:13]2[N:14]=[C:15]([N:17]3[CH2:22][CH2:21][N:20]([CH3:23])[CH:19]([C:24]4[CH:25]=[C:26]5[C:30](=[CH:31][CH:32]=4)[N:29]([CH3:33])[N:28]=[CH:27]5)[C:18]3=O)[S:16][C:12]=2[C:11]=1[C:38]1[CH:43]=[CH:42][C:41]([Cl:44])=[CH:40][CH:39]=1)[C:7]([OH:9])=[O:8])([CH3:4])([CH3:3])[CH3:2].[C:45](O[C@@H](C1C(C)=CC2N=C(N3CCNC(C4C=C5C(=CC=4)N(C)N=C5)C3)SC=2C=1C1C=CC(Cl)=CC=1)C(OCC)=O)(C)(C)[CH3:46].